From a dataset of Full USPTO retrosynthesis dataset with 1.9M reactions from patents (1976-2016). Predict the reactants needed to synthesize the given product. (1) Given the product [CH2:27]([O:26][C:23]1[CH:22]=[CH:21][C:20]([C:17]2[S:16][C:15]([C:13]([NH:12][CH:4]([CH2:5][C:6]3[CH:7]=[CH:8][CH:9]=[CH:10][CH:11]=3)[C:3]([OH:34])=[O:2])=[O:14])=[CH:19][CH:18]=2)=[CH:25][CH:24]=1)[C:28]1[CH:29]=[CH:30][CH:31]=[CH:32][CH:33]=1, predict the reactants needed to synthesize it. The reactants are: C[O:2][C:3](=[O:34])[CH:4]([NH:12][C:13]([C:15]1[S:16][C:17]([C:20]2[CH:25]=[CH:24][C:23]([O:26][CH2:27][C:28]3[CH:33]=[CH:32][CH:31]=[CH:30][CH:29]=3)=[CH:22][CH:21]=2)=[CH:18][CH:19]=1)=[O:14])[CH2:5][C:6]1[CH:11]=[CH:10][CH:9]=[CH:8][CH:7]=1.O.[OH-].[Li+]. (2) Given the product [CH2:1]([C:5]1[C:6]([CH3:31])=[C:7]([C:18]([NH:21][S:22]([C:25]2[CH:26]=[N:27][CH:28]=[CH:29][CH:30]=2)(=[O:23])=[O:24])=[CH:19][CH:20]=1)[C:8]([OH:10])=[O:9])[CH2:2][CH2:3][CH3:4], predict the reactants needed to synthesize it. The reactants are: [CH2:1]([C:5]1[C:6]([CH3:31])=[C:7]([C:18]([NH:21][S:22]([C:25]2[CH:26]=[N:27][CH:28]=[CH:29][CH:30]=2)(=[O:24])=[O:23])=[CH:19][CH:20]=1)[C:8]([O:10]CC1C=CC=CC=1)=[O:9])[CH2:2][CH2:3][CH3:4].O. (3) Given the product [C:18]([C:16]1[CH:15]=[C:14]([NH:22][S:23]([CH3:26])(=[O:25])=[O:24])[C:13]([O:27][CH3:28])=[C:12]([NH:11][C:2](=[O:3])[O:4][C:5]2[CH:10]=[CH:9][CH:8]=[CH:7][CH:6]=2)[CH:17]=1)([CH3:21])([CH3:19])[CH3:20], predict the reactants needed to synthesize it. The reactants are: Cl[C:2]([O:4][C:5]1[CH:10]=[CH:9][CH:8]=[CH:7][CH:6]=1)=[O:3].[NH2:11][C:12]1[C:13]([O:27][CH3:28])=[C:14]([NH:22][S:23]([CH3:26])(=[O:25])=[O:24])[CH:15]=[C:16]([C:18]([CH3:21])([CH3:20])[CH3:19])[CH:17]=1.C([O-])(O)=O.[Na+]. (4) The reactants are: CC([O-])=O.CC([O-])=O.[Cu+2:9].[CH:10]1[CH:29]=[CH:28][C:26](=[O:27])/[C:12](=[CH:13]/[NH:14][CH2:15][CH2:16][NH:17]/[CH:18]=[C:19]2/[CH:20]=[CH:21][CH:22]=[CH:23][C:24]/2=[O:25])/[CH:11]=1. Given the product [CH:21]1[CH:20]=[C:19]([CH:18]=[N:17][CH2:16][CH2:15][N:14]=[CH:13][C:12]2[C:26]([O-:27])=[CH:28][CH:29]=[CH:10][CH:11]=2)[C:24]([O-:25])=[CH:23][CH:22]=1.[Cu+2:9], predict the reactants needed to synthesize it. (5) Given the product [C:27]([C:14]1[C:11]2[CH2:12][CH2:13][NH:8][CH2:9][C:10]=2[S:16][C:15]=1[NH:17][C:18](=[O:26])[CH2:19][CH2:20][C:21]1[O:22][CH:23]=[CH:24][CH:25]=1)#[N:28], predict the reactants needed to synthesize it. The reactants are: C(OC([N:8]1[CH2:13][CH2:12][C:11]2[C:14]([C:27]#[N:28])=[C:15]([NH:17][C:18](=[O:26])[CH2:19][CH2:20][C:21]3[O:22][CH:23]=[CH:24][CH:25]=3)[S:16][C:10]=2[CH2:9]1)=O)(C)(C)C.